From a dataset of Reaction yield outcomes from USPTO patents with 853,638 reactions. Predict the reaction yield, written as a fraction of the theoretical maximum amount of product (1.0 means a 100% yield; for example, 0.34 means a 34% yield). (1) The reactants are [N:1]1[CH:6]=[CH:5][C:4]([CH2:7][OH:8])=[CH:3][CH:2]=1.[O:9]1[CH:13]=[CH:12][CH:11]=[C:10]1[CH2:14][NH:15][C:16]1[N:21]=[C:20]([NH:22][C:23]2[CH:28]=[CH:27][CH:26]=[C:25]([C:29]([F:32])([F:31])[F:30])[CH:24]=2)[N:19]=[C:18](Cl)[N:17]=1. The catalyst is C1COCC1. The product is [O:9]1[CH:13]=[CH:12][CH:11]=[C:10]1[CH2:14][NH:15][C:16]1[N:21]=[C:20]([NH:22][C:23]2[CH:28]=[CH:27][CH:26]=[C:25]([C:29]([F:30])([F:32])[F:31])[CH:24]=2)[N:19]=[C:18]([O:8][CH2:7][C:4]2[CH:5]=[CH:6][N:1]=[CH:2][CH:3]=2)[N:17]=1. The yield is 0.130. (2) The reactants are [C:1]([O:5][C:6]([NH:8][CH:9]([C:11]1[CH:12]=[C:13]([CH:17]=[CH:18][CH:19]=1)[C:14](O)=[O:15])[CH3:10])=[O:7])([CH3:4])([CH3:3])[CH3:2].B.CSC. The catalyst is C1COCC1. The product is [OH:15][CH2:14][C:13]1[CH:12]=[C:11]([CH:9]([NH:8][C:6](=[O:7])[O:5][C:1]([CH3:4])([CH3:3])[CH3:2])[CH3:10])[CH:19]=[CH:18][CH:17]=1. The yield is 0.680. (3) The reactants are [Br:1][C:2]1[C:3]([N:17]2[CH2:22][CH2:21][CH2:20][C@@H:19]([NH:23]C(=O)OC(C)(C)C)[CH2:18]2)=[C:4]2[C:10]([NH:11][C:12](=[O:16])[C@@H:13]([OH:15])[CH3:14])=[CH:9][NH:8][C:5]2=[N:6][CH:7]=1.C(O)(C(F)(F)F)=O.C(Cl)[Cl:39]. No catalyst specified. The product is [ClH:39].[NH2:23][C@@H:19]1[CH2:20][CH2:21][CH2:22][N:17]([C:3]2[C:2]([Br:1])=[CH:7][N:6]=[C:5]3[NH:8][CH:9]=[C:10]([NH:11][C:12](=[O:16])[C@@H:13]([OH:15])[CH3:14])[C:4]=23)[CH2:18]1. The yield is 0.620. (4) The reactants are [OH:1][CH2:2][C:3]1[CH:18]=[CH:17][C:6]([CH2:7][NH:8][C:9]([C:11]2[CH:16]=[CH:15][CH:14]=[CH:13][N:12]=2)=[O:10])=[CH:5][CH:4]=1.CC(OI1(OC(C)=O)(OC(C)=O)OC(=O)C2C=CC=CC1=2)=O. The catalyst is C(Cl)Cl.C(OCC)C.C(OCC)(=O)C.C(=O)(O)[O-].[Na+].S([O-])([O-])(=O)=S.[Na+].[Na+]. The product is [CH:2]([C:3]1[CH:4]=[CH:5][C:6]([CH2:7][NH:8][C:9]([C:11]2[CH:16]=[CH:15][CH:14]=[CH:13][N:12]=2)=[O:10])=[CH:17][CH:18]=1)=[O:1]. The yield is 0.850. (5) The reactants are [NH:1]1[CH:5]=[CH:4][N:3]=[CH:2]1.C(=O)([O-])[O-].[K+].[K+].F[C:13]1[CH:20]=[C:19]([F:21])[CH:18]=[CH:17][C:14]=1[C:15]#[N:16]. The catalyst is O1CCCC1.CN(C)C=O. The product is [F:21][C:19]1[CH:20]=[CH:13][C:14]([C:15]#[N:16])=[C:17]([N:1]2[CH:5]=[CH:4][N:3]=[CH:2]2)[CH:18]=1. The yield is 0.0900. (6) The product is [CH2:13]([O:20][C:21]1[CH:26]=[CH:25][C:24]([C@@H:27]2[CH2:7][C@H:28]2[N+:29]([O-:31])=[O:30])=[CH:23][CH:22]=1)[C:14]1[CH:15]=[CH:16][CH:17]=[CH:18][CH:19]=1. The catalyst is CS(C)=O. The reactants are [I-].C[S+](C)(C)=O.[CH3:7]C([O-])(C)C.[K+].[CH2:13]([O:20][C:21]1[CH:26]=[CH:25][C:24](/[CH:27]=[CH:28]/[N+:29]([O-:31])=[O:30])=[CH:23][CH:22]=1)[C:14]1[CH:19]=[CH:18][CH:17]=[CH:16][CH:15]=1.O. The yield is 0.260. (7) The catalyst is CO.O. The reactants are C[O:2][C:3]([C:5]1([CH3:33])[O:10][CH2:9][CH:8]([CH2:11][C:12]2[CH:17]=[CH:16][C:15]([O:18][CH2:19][CH2:20][C:21]3[N:22]=[C:23]([C:27]4[CH:32]=[CH:31][CH:30]=[CH:29][CH:28]=4)[O:24][C:25]=3[CH3:26])=[CH:14][CH:13]=2)[CH2:7][O:6]1)=[O:4].[OH-].[Na+]. The product is [CH3:33][C:5]1([C:3]([OH:4])=[O:2])[O:6][CH2:7][CH:8]([CH2:11][C:12]2[CH:13]=[CH:14][C:15]([O:18][CH2:19][CH2:20][C:21]3[N:22]=[C:23]([C:27]4[CH:28]=[CH:29][CH:30]=[CH:31][CH:32]=4)[O:24][C:25]=3[CH3:26])=[CH:16][CH:17]=2)[CH2:9][O:10]1. The yield is 0.630.